Predict the product of the given reaction. From a dataset of Forward reaction prediction with 1.9M reactions from USPTO patents (1976-2016). (1) Given the reactants [NH2:1][C:2]1[S:6][C:5]([C:7]2[C:12]([F:13])=[CH:11][C:10]([C:14]([OH:17])([CH3:16])[CH3:15])=[CH:9][C:8]=2[F:18])=[N:4][C:3]=1[C:19]([NH2:21])=[O:20].Br[C:23]1[N:28]=[C:27]([CH:29]([N:32]2[CH2:37][CH2:36][O:35][CH2:34][CH2:33]2)[CH2:30][OH:31])[CH:26]=[CH:25][CH:24]=1.CC(C1C=C(C(C)C)C(C2C=CC=CC=2P(C2CCCCC2)C2CCCCC2)=C(C(C)C)C=1)C.C(=O)([O-])[O-].[K+].[K+].C(O)(CC)(C)C, predict the reaction product. The product is: [F:13][C:12]1[CH:11]=[C:10]([C:14]([OH:17])([CH3:16])[CH3:15])[CH:9]=[C:8]([F:18])[C:7]=1[C:5]1[S:6][C:2]([NH:1][C:23]2[CH:24]=[CH:25][CH:26]=[C:27]([CH:29]([N:32]3[CH2:37][CH2:36][O:35][CH2:34][CH2:33]3)[CH2:30][OH:31])[N:28]=2)=[C:3]([C:19]([NH2:21])=[O:20])[N:4]=1. (2) Given the reactants C([C:5]1[C:9]2=[N:10][CH:11]=[CH:12][C:13](Cl)=[C:8]2[S:7][C:6]=1[C:15]1[S:16][CH:17]=[CH:18][N:19]=1)(C)(C)C.[N:20]1[CH:25]=[CH:24][CH:23]=[CH:22][C:21]=1[NH:26][C:27]([C:29]1[C:37]2[C:32](=[CH:33][C:34]([OH:38])=[CH:35][CH:36]=2)[N:31]([CH3:39])[C:30]=1[CH3:40])=[O:28].C([O-])([O-])=O.[Cs+].[Cs+], predict the reaction product. The product is: [N:20]1[CH:25]=[CH:24][CH:23]=[CH:22][C:21]=1[NH:26][C:27]([C:29]1[C:37]2[C:32](=[CH:33][C:34]([O:38][C:13]3[CH:12]=[CH:11][N:10]=[C:9]4[CH:5]=[C:6]([C:15]5[S:16][CH:17]=[CH:18][N:19]=5)[S:7][C:8]=34)=[CH:35][CH:36]=2)[N:31]([CH3:39])[C:30]=1[CH3:40])=[O:28]. (3) Given the reactants [N:1]1([C:5]2[O:6][C@H:7]3[CH2:13][C@H:12]([CH2:14][F:15])[C@@H:11]([O:16]CC4C=CC=CC=4)[C@H:10]([O:24]CC4C=CC=CC=4)[C@H:8]3[N:9]=2)[CH2:4][CH2:3][CH2:2]1.B(Cl)(Cl)Cl.CO.C(Cl)Cl, predict the reaction product. The product is: [N:1]1([C:5]2[O:6][C@H:7]3[CH2:13][C@H:12]([CH2:14][F:15])[C@@H:11]([OH:16])[C@H:10]([OH:24])[C@H:8]3[N:9]=2)[CH2:4][CH2:3][CH2:2]1. (4) Given the reactants [F:1][C:2]1[C:31]([F:32])=[CH:30][CH:29]=[CH:28][C:3]=1[O:4][C:5]1[CH:10]=[CH:9][C:8]([C:11]2[C:19]3[C:14](=[N:15][CH:16]=[N:17][C:18]=3[NH2:20])[N:13]([CH2:21][C@@H:22]3[CH2:26][CH2:25][CH2:24][NH:23]3)[N:12]=2)=[C:7]([F:27])[CH:6]=1.[C:33]([CH2:35][C:36](O)=[O:37])#[N:34].CN(C(ON1N=NC2C=CC=NC1=2)=[N+](C)C)C.F[P-](F)(F)(F)(F)F, predict the reaction product. The product is: [NH2:20][C:18]1[N:17]=[CH:16][N:15]=[C:14]2[N:13]([CH2:21][C@@H:22]3[CH2:26][CH2:25][CH2:24][N:23]3[C:36](=[O:37])[CH2:35][C:33]#[N:34])[N:12]=[C:11]([C:8]3[CH:9]=[CH:10][C:5]([O:4][C:3]4[CH:28]=[CH:29][CH:30]=[C:31]([F:32])[C:2]=4[F:1])=[CH:6][C:7]=3[F:27])[C:19]=12.